The task is: Predict the product of the given reaction.. This data is from Forward reaction prediction with 1.9M reactions from USPTO patents (1976-2016). (1) Given the reactants [Br:1][C:2]1[CH:15]=[CH:14][C:5]2[O:6][CH2:7][CH2:8][C:9]([CH2:12]O)=[C:10]([CH3:11])[C:4]=2[CH:3]=1.CCN(C(C)C)C(C)C.CS([Cl:29])(=O)=O.C(OCC)C, predict the reaction product. The product is: [Br:1][C:2]1[CH:15]=[CH:14][C:5]2[O:6][CH2:7][CH2:8][C:9]([CH2:12][Cl:29])=[C:10]([CH3:11])[C:4]=2[CH:3]=1. (2) Given the reactants [NH:1]1[C:9]2[C:4](=[CH:5][C:6]([C:10]3[C:19]([N:20]4[CH2:25][CH2:24][N:23]([C:26]5[CH:31]=[CH:30][CH:29]=[CH:28][N:27]=5)[CH2:22][C@@H:21]4[CH3:32])=[N:18][C:17]4[C:12](=[CH:13][CH:14]=[C:15]([C:33]([O:35]C)=[O:34])[CH:16]=4)[N:11]=3)=[CH:7][CH:8]=2)[CH:3]=[N:2]1.[OH-].[Na+].Cl, predict the reaction product. The product is: [NH:1]1[C:9]2[C:4](=[CH:5][C:6]([C:10]3[C:19]([N:20]4[CH2:25][CH2:24][N:23]([C:26]5[CH:31]=[CH:30][CH:29]=[CH:28][N:27]=5)[CH2:22][C@@H:21]4[CH3:32])=[N:18][C:17]4[C:12](=[CH:13][CH:14]=[C:15]([C:33]([OH:35])=[O:34])[CH:16]=4)[N:11]=3)=[CH:7][CH:8]=2)[CH:3]=[N:2]1.